This data is from Forward reaction prediction with 1.9M reactions from USPTO patents (1976-2016). The task is: Predict the product of the given reaction. (1) Given the reactants [F:1][C:2]1[C:11]2[N:10]([CH2:12][C:13]3[CH:18]=[CH:17][C:16]([N:19]4[CH:23]=[CH:22][CH:21]=[N:20]4)=[CH:15][CH:14]=3)[CH:9]=[C:8]3[C:24](=[O:34])[N:25]([C:27]4(I)[CH:32]=[CH:31][CH:30]=[CH:29][CH2:28]4)[N:26]=[C:7]3[C:6]=2[C:5]([F:35])=[CH:4][CH:3]=1.P([O-])([O-])([O-])=O.[K+].[K+].[K+].CN[C@@H]1CCCC[C@H]1NC.[NH:54]1[CH:58]=[CH:57][CH:56]=[N:55]1, predict the reaction product. The product is: [F:1][C:2]1[C:11]2[N:10]([CH2:12][C:13]3[CH:18]=[CH:17][C:16]([N:19]4[CH:23]=[CH:22][CH:21]=[N:20]4)=[CH:15][CH:14]=3)[CH:9]=[C:8]3[C:24](=[O:34])[N:25]([C:27]4[CH:32]=[CH:31][CH:30]=[CH:29][C:28]=4[N:54]4[CH:58]=[CH:57][CH:56]=[N:55]4)[N:26]=[C:7]3[C:6]=2[C:5]([F:35])=[CH:4][CH:3]=1. (2) Given the reactants [CH3:1][O:2][CH2:3][C:4]1[N:9]=[C:8]([S:10][CH3:11])[N:7]=[C:6]([OH:12])[CH:5]=1.C(N(CC)C(C)C)(C)C.[F:22][C:23]([F:36])([F:35])[S:24](O[S:24]([C:23]([F:36])([F:35])[F:22])(=[O:26])=[O:25])(=[O:26])=[O:25], predict the reaction product. The product is: [F:22][C:23]([F:36])([F:35])[S:24]([O:12][C:6]1[CH:5]=[C:4]([CH2:3][O:2][CH3:1])[N:9]=[C:8]([S:10][CH3:11])[N:7]=1)(=[O:26])=[O:25]. (3) Given the reactants [CH2:1]([O:8][C:9]1[CH:14]=[C:13]([O:15][CH2:16][C:17]2[CH:22]=[CH:21][CH:20]=[CH:19][CH:18]=2)[C:12]([Cl:23])=[CH:11][C:10]=1[C:24]1[CH:28]=[CH:27][NH:26][N:25]=1)[C:2]1[CH:7]=[CH:6][CH:5]=[CH:4][CH:3]=1.[I:29]N1C(=O)CCC1=O, predict the reaction product. The product is: [CH2:1]([O:8][C:9]1[CH:14]=[C:13]([O:15][CH2:16][C:17]2[CH:22]=[CH:21][CH:20]=[CH:19][CH:18]=2)[C:12]([Cl:23])=[CH:11][C:10]=1[C:24]1[C:28]([I:29])=[CH:27][NH:26][N:25]=1)[C:2]1[CH:3]=[CH:4][CH:5]=[CH:6][CH:7]=1. (4) Given the reactants [CH3:1][O:2][C:3](=[O:11])[CH2:4][CH2:5][CH2:6][C:7](=O)[CH2:8]Br.[C:12]([NH:19][C:20]([NH2:22])=[NH:21])([O:14][C:15]([CH3:18])([CH3:17])[CH3:16])=[O:13].[Na+].[I-], predict the reaction product. The product is: [C:15]([O:14][C:12]([N:19]1[CH:8]=[C:7]([CH2:6][CH2:5][CH2:4][C:3]([O:2][CH3:1])=[O:11])[N:21]=[C:20]1[NH2:22])=[O:13])([CH3:18])([CH3:16])[CH3:17]. (5) Given the reactants [CH3:1][C:2]1([CH3:10])[O:7][C:6](=[O:8])[CH2:5][C:4](=[O:9])[O:3]1.[CH3:11]OC(OC)OC.[I:18][C:19]1[CH:20]=[C:21]([CH:23]=[CH:24][C:25]=1[O:26][CH3:27])[NH2:22], predict the reaction product. The product is: [I:18][C:19]1[CH:20]=[C:21]([NH:22][CH:11]=[C:5]2[C:6](=[O:8])[O:7][C:2]([CH3:10])([CH3:1])[O:3][C:4]2=[O:9])[CH:23]=[CH:24][C:25]=1[O:26][CH3:27]. (6) Given the reactants [NH2:1][C:2]1[CH:3]=[C:4]([C:8]2[CH:15]=[CH:14][C:11]([C:12]#[N:13])=[C:10]([Cl:16])[CH:9]=2)[CH:5]=[N:6][CH:7]=1.[C:17]1([CH2:23][S:24](Cl)(=[O:26])=[O:25])[CH:22]=[CH:21][CH:20]=[CH:19][CH:18]=1, predict the reaction product. The product is: [Cl:16][C:10]1[CH:9]=[C:8]([C:4]2[CH:3]=[C:2]([NH:1][S:24]([CH2:23][C:17]3[CH:22]=[CH:21][CH:20]=[CH:19][CH:18]=3)(=[O:26])=[O:25])[CH:7]=[N:6][CH:5]=2)[CH:15]=[CH:14][C:11]=1[C:12]#[N:13]. (7) The product is: [CH3:1][O:2][C:3](=[O:8])[C:4]([N:5]=[N+:6]=[N-:7])=[CH:16][C:12]1[S:13][C:14]([CH3:15])=[C:10]([Br:9])[CH:11]=1. Given the reactants [CH3:1][O:2][C:3](=[O:8])[CH2:4][N:5]=[N+:6]=[N-:7].[Br:9][C:10]1[CH:11]=[C:12]([CH:16]=O)[S:13][C:14]=1[CH3:15].C[O-].[Na+], predict the reaction product.